Dataset: Reaction yield outcomes from USPTO patents with 853,638 reactions. Task: Predict the reaction yield, written as a fraction of the theoretical maximum amount of product (1.0 means a 100% yield; for example, 0.34 means a 34% yield). (1) The reactants are Cl[C:2]1[CH:7]=[CH:6][C:5]([NH:8][C:9]([NH:11][C:12]2[CH:17]=[CH:16][CH:15]=[C:14]([C:18]3[CH:23]=[CH:22][CH:21]=[C:20]([N:24]4[CH2:28][CH2:27][CH2:26][CH2:25]4)[N:19]=3)[CH:13]=2)=[O:10])=[CH:4][CH:3]=1.[CH:29](C1C=CC=CC=1N)([CH3:31])[CH3:30].CCN(CC)CC. The catalyst is CN(C=O)C. The product is [CH:29]([C:6]1[CH:7]=[CH:2][CH:3]=[CH:4][C:5]=1[NH:8][C:9]([NH:11][C:12]1[CH:17]=[CH:16][CH:15]=[C:14]([C:18]2[CH:23]=[CH:22][CH:21]=[C:20]([N:24]3[CH2:28][CH2:27][CH2:26][CH2:25]3)[N:19]=2)[CH:13]=1)=[O:10])([CH3:31])[CH3:30]. The yield is 0.590. (2) The reactants are [CH2:1]([S:8]([CH2:11][C:12](O)=O)(=[O:10])=[O:9])[C:2]1[CH:7]=[CH:6][CH:5]=[CH:4][CH:3]=1.[Cl:15][C:16]1[CH:23]=[CH:22][CH:21]=[CH:20][C:17]=1C=O. No catalyst specified. The product is [CH2:1]([S:8](/[CH:11]=[CH:12]/[C:17]1[CH:20]=[CH:21][CH:22]=[CH:23][C:16]=1[Cl:15])(=[O:10])=[O:9])[C:2]1[CH:7]=[CH:6][CH:5]=[CH:4][CH:3]=1. The yield is 0.720. (3) The reactants are CCN(C(C)C)C(C)C.[OH:10][C:11]1[CH:19]=[CH:18][C:14]([C:15]([OH:17])=O)=[CH:13][CH:12]=1.CCN=C=NCCCN(C)C.C1C=CC2N(O)N=NC=2C=1.Cl.[CH2:42]([O:44][C:45](=[O:48])[CH2:46][NH2:47])[CH3:43]. The catalyst is CN(C=O)C.O. The product is [CH2:42]([O:44][C:45](=[O:48])[CH2:46][NH:47][C:15](=[O:17])[C:14]1[CH:13]=[CH:12][C:11]([OH:10])=[CH:19][CH:18]=1)[CH3:43]. The yield is 0.910. (4) The yield is 0.820. The reactants are [CH3:1][NH:2][CH2:3][CH2:4][NH:5][CH3:6].C(=O)([O-])[O-].[K+].[K+].[CH3:13][O:14][C:15](=[O:27])[CH2:16][C:17]1[CH:22]=[CH:21][CH:20]=[C:19]([O:23][CH2:24][CH2:25]Br)[CH:18]=1.[C:39]([O:38][C:36](O[C:36]([O:38][C:39]([CH3:42])([CH3:41])[CH3:40])=[O:37])=[O:37])([CH3:42])([CH3:41])[CH3:40]. The product is [C:39]([O:38][C:36]([N:2]([CH3:1])[CH2:3][CH2:4][N:5]([CH3:6])[CH2:25][CH2:24][O:23][C:19]1[CH:18]=[C:17]([CH2:16][C:15]([O:14][CH3:13])=[O:27])[CH:22]=[CH:21][CH:20]=1)=[O:37])([CH3:40])([CH3:41])[CH3:42]. The catalyst is CN(C)C=O. (5) The reactants are [CH3:1][Mg]Br.[CH3:4][N:5]1[C:13]2[C:8](=[N:9][C:10]([C:20]#[N:21])=[C:11]([N:14]3[CH2:19][CH2:18][O:17][CH2:16][CH2:15]3)[CH:12]=2)[CH:7]=[CH:6]1.[BH4-].[Na+]. The catalyst is C1COCC1. The product is [CH3:4][N:5]1[C:13]2[C:8](=[N:9][C:10]([CH:20]([NH2:21])[CH3:1])=[C:11]([N:14]3[CH2:15][CH2:16][O:17][CH2:18][CH2:19]3)[CH:12]=2)[CH:7]=[CH:6]1. The yield is 0.830. (6) The reactants are [Cl-].[Li+].[Cu](C#N)C#N.[CH:8]1([Mg]Cl)[CH2:12][CH2:11][CH2:10][CH2:9]1.C(OCC)C.[C:20]([O:24][CH3:25])(=[O:23])[C:21]#[CH:22].[I:26]I. The catalyst is O1CCCC1. The product is [CH3:25][O:24][C:20](=[O:23])/[C:21](/[I:26])=[CH:22]\[CH:8]1[CH2:12][CH2:11][CH2:10][CH2:9]1. The yield is 0.970.